Dataset: Catalyst prediction with 721,799 reactions and 888 catalyst types from USPTO. Task: Predict which catalyst facilitates the given reaction. (1) Reactant: [NH2:1][C:2]1[C:7]([CH2:8][C:9]2[CH:14]=[CH:13][CH:12]=[CH:11][CH:10]=2)=[CH:6][CH:5]=[CH:4][N:3]=1.[CH3:15][O:16][CH:17]([O:22]C)[C:18](OC)=O. Product: [CH3:15][O:16][C:17]([CH:18]1[NH:1][C:2]2[N:3]=[CH:4][CH:5]=[CH:6][C:7]=2[CH2:8][C:9]2[CH:14]=[CH:13][CH:12]=[CH:11][C:10]1=2)=[O:22]. The catalyst class is: 328. (2) Reactant: C(N(CC)CC)C.[C:16](O[C:16]([O:18][C:19]([CH3:22])([CH3:21])[CH3:20])=[O:17])([O:18][C:19]([CH3:22])([CH3:21])[CH3:20])=[O:17].[NH2:23][C:24]1[CH:25]=[C:26]([NH:30][CH:31]2[CH2:36][CH2:35][N:34]([CH2:37][C:38]3[CH:43]=[CH:42][CH:41]=[CH:40][CH:39]=3)[CH2:33][CH2:32]2)[CH:27]=[CH:28][CH:29]=1.C(=O)([O-])O.[Na+]. Product: [CH2:37]([N:34]1[CH2:33][CH2:32][CH:31]([NH:30][C:26]2[CH:27]=[CH:28][CH:29]=[C:24]([NH:23][C:16]([O:18][C:19]([CH3:20])([CH3:21])[CH3:22])=[O:17])[CH:25]=2)[CH2:36][CH2:35]1)[C:38]1[CH:39]=[CH:40][CH:41]=[CH:42][CH:43]=1. The catalyst class is: 30. (3) Reactant: [C:1]([CH2:3][C:4]1([N:24]2[CH:28]=[C:27]([C:29]3[C:30]4[CH:37]=[CH:36][N:35](COCC[Si](C)(C)C)[C:31]=4[N:32]=[CH:33][N:34]=3)[CH:26]=[N:25]2)[CH2:7][N:6]([C:8]2[C:21]([F:22])=[CH:20][C:11]([C:12]([NH:14][C@@H:15]([CH:17]3[CH2:19][CH2:18]3)[CH3:16])=[O:13])=[C:10]([F:23])[CH:9]=2)[CH2:5]1)#[N:2].FC(F)(F)C(O)=O. Product: [C:1]([CH2:3][C:4]1([N:24]2[CH:28]=[C:27]([C:29]3[C:30]4[CH:37]=[CH:36][NH:35][C:31]=4[N:32]=[CH:33][N:34]=3)[CH:26]=[N:25]2)[CH2:7][N:6]([C:8]2[C:21]([F:22])=[CH:20][C:11]([C:12]([NH:14][C@@H:15]([CH:17]3[CH2:18][CH2:19]3)[CH3:16])=[O:13])=[C:10]([F:23])[CH:9]=2)[CH2:5]1)#[N:2]. The catalyst class is: 2. (4) Reactant: [F:1][C:2]1[CH:3]=[C:4]([C:9]2[CH:14]=[CH:13][C:12]([C:15]([F:18])([F:17])[F:16])=[C:11]([F:19])[CH:10]=2)[CH:5]=[CH:6][C:7]=1[NH2:8].[S-:20][C:21]#[N:22].[NH4+]. Product: [F:1][C:2]1[CH:3]=[C:4]([C:9]2[CH:14]=[CH:13][C:12]([C:15]([F:16])([F:17])[F:18])=[C:11]([F:19])[CH:10]=2)[CH:5]=[CH:6][C:7]=1[NH:8][C:21]([NH2:22])=[S:20]. The catalyst class is: 632. (5) Reactant: O[CH2:2][C:3]1[CH:4]=[C:5]([OH:9])[CH:6]=[CH:7][CH:8]=1.P(Br)(Br)[Br:11]. Product: [Br:11][CH2:2][C:3]1[CH:4]=[C:5]([OH:9])[CH:6]=[CH:7][CH:8]=1. The catalyst class is: 4. (6) Reactant: [O-:1][Sn:2]([O-:4])=[O:3].[Na+:5].[Na+].[Co:7]([Cl:9])[Cl:8]. Product: [OH2:1].[OH2:1].[OH2:1].[OH2:1].[OH2:1].[OH2:1].[Co:7]([Cl:9])[Cl:8].[O-:3][Sn:2]([O-:4])=[O:1].[Na+:5].[Na+:5]. The catalyst class is: 6. (7) Reactant: C([O:8][CH2:9][C@@H:10]1[N:17]2[C:18](=[O:38])[C:19]([O:36]C)=[C:20]3[C:25]([CH2:24][CH2:23][N:22]([CH2:26][C:27]4[CH:32]=[CH:31][C:30]([F:33])=[C:29]([Cl:34])[CH:28]=4)[C:21]3=[O:35])=[C:16]2[C:15](=[O:39])[N:14]([CH3:40])[CH2:13][CH2:12][CH2:11]1)C1C=CC=CC=1.B(Br)(Br)Br. Product: [Cl:34][C:29]1[CH:28]=[C:27]([CH:32]=[CH:31][C:30]=1[F:33])[CH2:26][N:22]1[CH2:23][CH2:24][C:25]2[C:20](=[C:19]([OH:36])[C:18](=[O:38])[N:17]3[C@@H:10]([CH2:9][OH:8])[CH2:11][CH2:12][CH2:13][N:14]([CH3:40])[C:15](=[O:39])[C:16]3=2)[C:21]1=[O:35]. The catalyst class is: 4.